This data is from Forward reaction prediction with 1.9M reactions from USPTO patents (1976-2016). The task is: Predict the product of the given reaction. (1) Given the reactants [CH3:1][C:2]1[C:6]([C:7]2[CH:19]=[N:18][C:17]3[C:16]4[CH:15]=[CH:14][C:13]([C:20]([O:22][CH3:23])=[O:21])=[CH:12][C:11]=4[NH:10][C:9]=3[CH:8]=2)=[C:5]([CH3:24])[O:4][N:3]=1.C([O-])([O-])=O.[K+].[K+].[CH2:31](Br)[C:32]1[CH:37]=[CH:36][CH:35]=[CH:34][CH:33]=1, predict the reaction product. The product is: [CH2:31]([N:10]1[C:11]2[CH:12]=[C:13]([C:20]([O:22][CH3:23])=[O:21])[CH:14]=[CH:15][C:16]=2[C:17]2[N:18]=[CH:19][C:7]([C:6]3[C:2]([CH3:1])=[N:3][O:4][C:5]=3[CH3:24])=[CH:8][C:9]1=2)[C:32]1[CH:37]=[CH:36][CH:35]=[CH:34][CH:33]=1. (2) Given the reactants [CH2:1]([O:8][CH2:9][O:10][C@H:11]1[CH2:15][N:14]([C:16]([C@H:18]2[CH2:23][CH2:22][C@H:21]([C:24]([F:27])([F:26])[F:25])[CH2:20][CH2:19]2)=[O:17])[C@@H:13]([CH2:28][O:29][C:30]2[C:31]([C:36](O)=[O:37])=[N:32][CH:33]=[CH:34][CH:35]=2)[CH2:12]1)[C:2]1[CH:7]=[CH:6][CH:5]=[CH:4][CH:3]=1.[O:39]1[CH:43]=[CH:42][C:41]([NH2:44])=[N:40]1.Cl.Cl.N1CCC[C@@H]1COC1C(C(N)=O)=NC=CC=1, predict the reaction product. The product is: [CH2:1]([O:8][CH2:9][O:10][C@H:11]1[CH2:15][N:14]([C:16]([C@H:18]2[CH2:19][CH2:20][C@H:21]([C:24]([F:25])([F:26])[F:27])[CH2:22][CH2:23]2)=[O:17])[C@@H:13]([CH2:28][O:29][C:30]2[C:31]([C:36]([NH:44][C:41]3[CH:42]=[CH:43][O:39][N:40]=3)=[O:37])=[N:32][CH:33]=[CH:34][CH:35]=2)[CH2:12]1)[C:2]1[CH:7]=[CH:6][CH:5]=[CH:4][CH:3]=1. (3) Given the reactants [CH2:1]([O:5][CH2:6][CH2:7][O:8][C:9]1[CH:14]=[CH:13][C:12]([C:15]2[CH:20]=[CH:19][C:18]([N:21]([CH2:26][CH:27]([CH3:29])[CH3:28])[CH2:22][CH:23]([CH3:25])[CH3:24])=[C:17](/[CH:30]=[CH:31]/[C:32]([O:34]CC)=[O:33])[CH:16]=2)=[CH:11][CH:10]=1)[CH2:2][CH2:3][CH3:4].[OH-].[Na+].Cl, predict the reaction product. The product is: [CH2:1]([O:5][CH2:6][CH2:7][O:8][C:9]1[CH:14]=[CH:13][C:12]([C:15]2[CH:20]=[CH:19][C:18]([N:21]([CH2:26][CH:27]([CH3:28])[CH3:29])[CH2:22][CH:23]([CH3:24])[CH3:25])=[C:17](/[CH:30]=[CH:31]/[C:32]([OH:34])=[O:33])[CH:16]=2)=[CH:11][CH:10]=1)[CH2:2][CH2:3][CH3:4].